Dataset: Reaction yield outcomes from USPTO patents with 853,638 reactions. Task: Predict the reaction yield, written as a fraction of the theoretical maximum amount of product (1.0 means a 100% yield; for example, 0.34 means a 34% yield). The reactants are [N:1]12[CH2:8][CH2:7][C:4]([C:9]([C:17]3[CH:22]=[CH:21][CH:20]=[CH:19][CH:18]=3)([C:11]3[CH:16]=[CH:15][CH:14]=[CH:13][CH:12]=3)[OH:10])([CH2:5][CH2:6]1)[CH2:3][CH2:2]2.[Cl:23][C:24]1[CH:25]=[C:26]([O:30][CH2:31][CH2:32][CH2:33][Br:34])[CH:27]=[CH:28][CH:29]=1. The catalyst is CC#N. The product is [Br-:34].[Cl:23][C:24]1[CH:25]=[C:26]([O:30][CH2:31][CH2:32][CH2:33][N+:1]23[CH2:6][CH2:5][C:4]([C:9]([OH:10])([C:17]4[CH:22]=[CH:21][CH:20]=[CH:19][CH:18]=4)[C:11]4[CH:12]=[CH:13][CH:14]=[CH:15][CH:16]=4)([CH2:3][CH2:2]2)[CH2:7][CH2:8]3)[CH:27]=[CH:28][CH:29]=1. The yield is 0.744.